Dataset: Forward reaction prediction with 1.9M reactions from USPTO patents (1976-2016). Task: Predict the product of the given reaction. (1) Given the reactants [Cl:1][C:2]1[N:3]=[C:4]([C:9]([OH:11])=O)[NH:5][C:6]=1[CH2:7][CH3:8].S(Cl)(Cl)=O.[NH2:16][CH:17]1[CH2:25][C:24]2[C:19](=[CH:20][CH:21]=[C:22]([NH:26][C:27]([C@@H:29]3[CH2:31][C@H:30]3[C:32]([O:34][CH2:35][CH3:36])=[O:33])=[O:28])[CH:23]=2)[CH2:18]1, predict the reaction product. The product is: [Cl:1][C:2]1[N:3]=[C:4]([C:9]([NH:16][CH:17]2[CH2:25][C:24]3[C:19](=[CH:20][CH:21]=[C:22]([NH:26][C:27]([C@@H:29]4[CH2:31][C@H:30]4[C:32]([O:34][CH2:35][CH3:36])=[O:33])=[O:28])[CH:23]=3)[CH2:18]2)=[O:11])[NH:5][C:6]=1[CH2:7][CH3:8]. (2) The product is: [CH:24]1([C:27]2[CH:33]=[CH:32][C:30]([N:31]3[CH2:13][CH2:12][C:6]4([CH2:7][CH2:8][N:9]([S:19]([CH2:18][CH:17]([CH3:23])[CH3:16])(=[O:21])=[O:20])[CH2:10][CH2:11]4)[C:4]3=[O:5])=[CH:29][CH:28]=2)[CH2:26][CH2:25]1. Given the reactants C(O[C:4]([C:6]1([CH2:12][CH2:13]OC)[CH2:11][CH2:10][NH:9][CH2:8][CH2:7]1)=[O:5])C.[CH3:16][CH:17]([CH3:23])[CH2:18][S:19](Cl)(=[O:21])=[O:20].[CH:24]1([C:27]2[CH:33]=[CH:32][C:30]([NH2:31])=[CH:29][CH:28]=2)[CH2:26][CH2:25]1, predict the reaction product. (3) Given the reactants [F:1][C:2]1([F:23])[O:6][C:5]2[CH:7]=[CH:8][C:9]([NH:11][C:12](=[O:22])[C:13]3[CH:18]=[CH:17][CH:16]=[CH:15][C:14]=3[N+:19]([O-])=O)=[CH:10][C:4]=2[O:3]1, predict the reaction product. The product is: [NH2:19][C:14]1[CH:15]=[CH:16][CH:17]=[CH:18][C:13]=1[C:12]([NH:11][C:9]1[CH:8]=[CH:7][C:5]2[O:6][C:2]([F:23])([F:1])[O:3][C:4]=2[CH:10]=1)=[O:22]. (4) The product is: [O:15]=[C:13]1[NH:1][CH2:2][CH2:3][N:4]([S:61]([C:58]2[CH:59]=[CH:60][C:55]([CH3:65])=[CH:56][CH:57]=2)(=[O:63])=[O:62])[CH:5]([CH2:6][C:7]([O:9][CH2:10][CH3:11])=[O:8])[CH2:12]1. Given the reactants [NH2:1][CH2:2][CH2:3][NH:4][CH:5]([CH2:12][C:13]([O:15]CC)=O)[CH2:6][C:7]([O:9][CH2:10][CH3:11])=[O:8].[Sn](OS(C(F)(F)F)(=O)=O)(CCCC)(CCCC)CCCC.C(N(CC)CC)C.CN(C1C=CC=CN=1)C.[C:55]1([CH3:65])[CH:60]=[CH:59][C:58]([S:61](Cl)(=[O:63])=[O:62])=[CH:57][CH:56]=1, predict the reaction product. (5) Given the reactants [O:1]=[C:2]1[N:8]([CH:9]2[CH2:14][CH2:13][N:12]([C:15]([O:17][C@@H:18]([C:32]([OH:34])=O)[CH2:19][C:20]3[CH:25]=[C:24]([C:26]([F:29])([F:28])[F:27])[C:23]([NH2:30])=[C:22]([Cl:31])[CH:21]=3)=[O:16])[CH2:11][CH2:10]2)[CH2:7][CH2:6][C:5]2[CH:35]=[CH:36][CH:37]=[CH:38][C:4]=2[NH:3]1.[N:39]1([CH:52]2[CH2:57][CH2:56][NH:55][CH2:54][CH2:53]2)[CH2:44][CH2:43][CH:42]([CH2:45][CH2:46][C:47]([O:49][CH2:50][CH3:51])=[O:48])[CH2:41][CH2:40]1, predict the reaction product. The product is: [O:1]=[C:2]1[N:8]([CH:9]2[CH2:10][CH2:11][N:12]([C:15]([O:17][C@H:18]([CH2:19][C:20]3[CH:25]=[C:24]([C:26]([F:28])([F:29])[F:27])[C:23]([NH2:30])=[C:22]([Cl:31])[CH:21]=3)[C:32]([N:55]3[CH2:54][CH2:53][CH:52]([N:39]4[CH2:44][CH2:43][CH:42]([CH2:45][CH2:46][C:47]([O:49][CH2:50][CH3:51])=[O:48])[CH2:41][CH2:40]4)[CH2:57][CH2:56]3)=[O:34])=[O:16])[CH2:13][CH2:14]2)[CH2:7][CH2:6][C:5]2[CH:35]=[CH:36][CH:37]=[CH:38][C:4]=2[NH:3]1. (6) Given the reactants [CH3:1][C:2]1([CH3:71])[CH:5]([C:6]([O:8][C@H:9]2[CH2:26][CH2:25][C@@:24]3([CH3:27])[C@@H:11]([CH2:12][CH2:13][C@:14]4([CH3:58])[C@@H:23]3[CH2:22][CH2:21][C@H:20]3[C@@:15]4([CH3:57])[CH2:16][CH2:17][C@@:18]4([C:34]([N:36]5[CH2:40][CH2:39][CH2:38][C@H:37]5[C:41]5[NH:42][C:43]([C:46]6[CH:51]=[CH:50][C:49]([O:52][CH2:53][CH2:54][O:55][CH3:56])=[CH:48][CH:47]=6)=[CH:44][N:45]=5)=[O:35])[CH2:30][CH2:29][C@@H:28]([C:31]([CH3:33])=[CH2:32])[C@@H:19]43)[C:10]2([CH3:60])[CH3:59])=[O:7])[CH2:4][CH:3]1[C:61]([O:63]CC1C=CC=CC=1)=[O:62].C([O-])=O.[NH4+], predict the reaction product. The product is: [CH3:56][O:55][CH2:54][CH2:53][O:52][C:49]1[CH:48]=[CH:47][C:46]([C:43]2[NH:42][C:41]([C@@H:37]3[CH2:38][CH2:39][CH2:40][N:36]3[C:34]([C@:18]34[CH2:30][CH2:29][C@@H:28]([C:31]([CH3:33])=[CH2:32])[C@@H:19]3[C@@H:20]3[C@@:15]([CH3:57])([CH2:16][CH2:17]4)[C@@:14]4([CH3:58])[C@@H:23]([C@:24]5([CH3:27])[C@@H:11]([CH2:12][CH2:13]4)[C:10]([CH3:60])([CH3:59])[C@@H:9]([O:8][C:6]([CH:5]4[CH2:4][CH:3]([C:61]([OH:63])=[O:62])[C:2]4([CH3:1])[CH3:71])=[O:7])[CH2:26][CH2:25]5)[CH2:22][CH2:21]3)=[O:35])=[N:45][CH:44]=2)=[CH:51][CH:50]=1. (7) Given the reactants [C:1]([O:5][C:6]([N:8]1[CH2:13][CH2:12][C:11]([C:15]2[CH:20]=[CH:19][CH:18]=[C:17]([C:21]#[N:22])[CH:16]=2)([OH:14])[CH2:10][CH2:9]1)=[O:7])([CH3:4])([CH3:3])[CH3:2], predict the reaction product. The product is: [C:1]([O:5][C:6]([N:8]1[CH2:9][CH2:10][C:11]([C:15]2[CH:20]=[CH:19][CH:18]=[C:17]([CH2:21][NH2:22])[CH:16]=2)([OH:14])[CH2:12][CH2:13]1)=[O:7])([CH3:4])([CH3:2])[CH3:3]. (8) Given the reactants [F:1][C:2]1[CH:7]=[CH:6][C:5]([CH:8]=[CH:9][C:10]2[CH:19]=[CH:18][C:17]([O:20][CH3:21])=[CH:16][C:11]=2[C:12]([O:14][CH3:15])=[O:13])=[CH:4][CH:3]=1, predict the reaction product. The product is: [F:1][C:2]1[CH:3]=[CH:4][C:5]([CH2:8][CH2:9][C:10]2[CH:19]=[CH:18][C:17]([O:20][CH3:21])=[CH:16][C:11]=2[C:12]([O:14][CH3:15])=[O:13])=[CH:6][CH:7]=1. (9) The product is: [Cl:17][C:16]1[C:11]([NH:9][C:4]2[CH:5]=[CH:6][CH:7]=[CH:8][C:3]=2[O:2][CH3:1])=[N:12][CH:13]=[C:14]([C:18]([F:20])([F:19])[F:21])[CH:15]=1. Given the reactants [CH3:1][O:2][C:3]1[C:4]([NH2:9])=[CH:5][CH:6]=[CH:7][CH:8]=1.Cl[C:11]1[C:16]([Cl:17])=[CH:15][C:14]([C:18]([F:21])([F:20])[F:19])=[CH:13][N:12]=1.C(=O)([O-])[O-].[Cs+].[Cs+], predict the reaction product.